Binary Classification. Given a miRNA mature sequence and a target amino acid sequence, predict their likelihood of interaction. From a dataset of Experimentally validated miRNA-target interactions with 360,000+ pairs, plus equal number of negative samples. The miRNA is hsa-miR-34c-5p with sequence AGGCAGUGUAGUUAGCUGAUUGC. The protein sequence of the target gene is MSARAAAAKSTAMEETAIWEQHTVTLHRAPGFGFGIAISGGRDNPHFQSGETSIVISDVLKGGPAEGQLQENDRVAMVNGVSMDNVEHAFAVQQLRKSGKNAKITIRRKKKVQIPVSRPDPEPVSDNEEDSYDEEIHDPRSGRSGVVNRRSEKIWPRDRSASRERSLSPRSDRRSVASSQPAKPTKVTLVKSRKNEEYGLRLASHIFVKEISQDSLAARDGNIQEGDVVLKINGTVTENMSLTDAKTLIERSKGKLKMVVQRDERATLLNVPDLSDSIHSANASERDDISEIQSLASDHS.... Result: 1 (interaction).